From a dataset of Catalyst prediction with 721,799 reactions and 888 catalyst types from USPTO. Predict which catalyst facilitates the given reaction. (1) Product: [CH2:51]([O:50][C:44](=[O:49])[CH2:45][C:26]([C@@H:25]1[CH2:29][CH2:30][CH2:31][N:24]1[C:14]([O:16][CH2:17][C:18]1[CH:19]=[CH:20][CH:21]=[CH:22][CH:23]=1)=[O:15])=[O:28])[CH3:52]. Reactant: [Mg+2].[Cl-].[Cl-].C(O)(=O)CC(O)=O.C([K])C.[C:14]([N:24]1[CH2:31][CH2:30][CH2:29][C@H:25]1[C:26]([OH:28])=O)([O:16][CH2:17][C:18]1[CH:23]=[CH:22][CH:21]=[CH:20][CH:19]=1)=[O:15].C1N=CN(C(N2C=NC=C2)=O)C=1.[C:44]([O:50][CH2:51][CH3:52])(=[O:49])[CH2:45]C([O-])=O.Cl. The catalyst class is: 1. (2) Reactant: [Cl:1][C:2]1[S:6][C:5]([S:7]([NH:10][C:11]2[CH:19]=[CH:18][C:14]([C:15]([OH:17])=[O:16])=[C:13]([OH:20])[CH:12]=2)(=[O:9])=[O:8])=[CH:4][C:3]=1[C:21]1[CH:26]=[C:25]([F:27])[CH:24]=[CH:23][C:22]=1[OH:28].OS(O)(=O)=O.[Br:34][CH2:35][CH2:36][CH2:37]O. Product: [Cl:1][C:2]1[S:6][C:5]([S:7]([NH:10][C:11]2[CH:19]=[CH:18][C:14]([C:15]([O:17][CH2:37][CH2:36][CH2:35][Br:34])=[O:16])=[C:13]([OH:20])[CH:12]=2)(=[O:9])=[O:8])=[CH:4][C:3]=1[C:21]1[CH:26]=[C:25]([F:27])[CH:24]=[CH:23][C:22]=1[OH:28]. The catalyst class is: 23. (3) Reactant: [H-].[Na+].[OH:3][C@@H:4]1[CH2:9][CH2:8][CH2:7][N:6]([C:10]([O:12][C:13]([CH3:16])([CH3:15])[CH3:14])=[O:11])[CH2:5]1.[Cl:17][C:18]1[CH:23]=[N:22][CH:21]=[C:20](Cl)[N:19]=1. Product: [Cl:17][C:18]1[N:19]=[C:20]([O:3][C@@H:4]2[CH2:9][CH2:8][CH2:7][N:6]([C:10]([O:12][C:13]([CH3:16])([CH3:15])[CH3:14])=[O:11])[CH2:5]2)[CH:21]=[N:22][CH:23]=1. The catalyst class is: 20. (4) Reactant: [Br:1][C:2]1[N:7]=[C:6]2[N:8]([CH2:12][C:13]3[CH:18]=[CH:17][C:16]([C:19]([OH:21])=[O:20])=[CH:15][C:14]=3[Cl:22])[C:9]([CH3:11])=[N:10][C:5]2=[CH:4][CH:3]=1.[C:23](Cl)(=O)[C:24](Cl)=O.CN(C)C=O. Product: [Br:1][C:2]1[N:7]=[C:6]2[N:8]([CH2:12][C:13]3[CH:18]=[CH:17][C:16]([C:19]([O:21][CH:24]4[CH2:23][CH2:5][CH2:4][CH2:3][CH2:2]4)=[O:20])=[CH:15][C:14]=3[Cl:22])[C:9]([CH3:11])=[N:10][C:5]2=[CH:4][CH:3]=1. The catalyst class is: 4.